This data is from Full USPTO retrosynthesis dataset with 1.9M reactions from patents (1976-2016). The task is: Predict the reactants needed to synthesize the given product. (1) Given the product [OH:35]/[N:34]=[C:9](/[C:4]1[CH:5]=[CH:6][C:7](=[O:8])[N:2]([CH3:1])[CH:3]=1)\[CH2:10][CH:11]([C:19]1[CH:31]=[CH:30][C:22]([C:23]([NH:25][CH2:26][C:27]([OH:29])=[O:28])=[O:24])=[CH:21][CH:20]=1)[C:12]1[CH:17]=[CH:16][CH:15]=[CH:14][C:13]=1[CH3:18], predict the reactants needed to synthesize it. The reactants are: [CH3:1][N:2]1[C:7](=[O:8])[CH:6]=[CH:5][C:4]([C:9](=O)[CH2:10][CH:11]([C:19]2[CH:31]=[CH:30][C:22]([C:23]([NH:25][CH2:26][C:27]([OH:29])=[O:28])=[O:24])=[CH:21][CH:20]=2)[C:12]2[CH:17]=[CH:16][CH:15]=[CH:14][C:13]=2[CH3:18])=[CH:3]1.Cl.[NH2:34][OH:35].C([O-])(O)=O.[Na+]. (2) Given the product [CH:10]1([S:9][C:4]2[C:3]([CH2:2][O:29][C:26]3[CH:25]=[CH:24][C:23]4[C:19]([CH2:18][C:17]([OH:30])=[O:16])=[CH:20][O:21][C:22]=4[C:27]=3[CH3:28])=[CH:8][CH:7]=[CH:6][N:5]=2)[CH2:14][CH2:13][CH2:12][CH2:11]1, predict the reactants needed to synthesize it. The reactants are: Cl[CH2:2][C:3]1[C:4]([S:9][CH:10]2[CH2:14][CH2:13][CH2:12][CH2:11]2)=[N:5][CH:6]=[CH:7][CH:8]=1.C[O:16][C:17](=[O:30])[CH2:18][C:19]1[C:23]2[CH:24]=[CH:25][C:26]([OH:29])=[C:27]([CH3:28])[C:22]=2[O:21][CH:20]=1. (3) Given the product [CH3:35][CH:19]1[C:18](=[O:36])[O:17][CH:16]2[CH:20]1[CH:21]1[CH:33]=[C:24]([CH:25]([N:26]3[CH2:31][CH2:30][CH:29]([CH3:32])[CH2:28][CH2:27]3)[CH:11]([O:10][C:1]([C:2]3[CH:7]=[CH:6][CH:5]=[CH:4][CH:3]=3)=[O:8])[CH:12]3[C:14]([CH3:37])([CH2:15]2)[O:13]3)[C:23](=[O:34])[O:22]1, predict the reactants needed to synthesize it. The reactants are: [C:1](Cl)(=[O:8])[C:2]1[CH:7]=[CH:6][CH:5]=[CH:4][CH:3]=1.[OH:10][CH:11]1[CH:25]([N:26]2[CH2:31][CH2:30][CH:29]([CH3:32])[CH2:28][CH2:27]2)[C:24]2=[CH:33][CH:21]([O:22][C:23]2=[O:34])[CH:20]2[CH:16]([O:17][C:18](=[O:36])[CH:19]2[CH3:35])[CH2:15][C:14]2([CH3:37])[CH:12]1[O:13]2.C(OC1C(N2CCC(C)CC2)C2=CC(OC2=O)C2C(OC(=O)C2C)CC2(C)C1O2)(=O)C. (4) Given the product [Cl-:37].[O:25]1[C:29]2[CH:30]=[CH:31][CH:32]=[CH:33][C:28]=2[C:27]([NH:34][C:35]([CH2:36][N+:1]23[CH2:8][CH2:7][CH:4]([CH2:5][CH2:6]2)[C@@H:3]([O:9][C:10]([C:12]2([C:19]4[CH:20]=[CH:21][CH:22]=[CH:23][CH:24]=4)[CH2:18][CH2:17][CH2:16][CH2:15][CH2:14][CH2:13]2)=[O:11])[CH2:2]3)=[O:38])=[N:26]1, predict the reactants needed to synthesize it. The reactants are: [N:1]12[CH2:8][CH2:7][CH:4]([CH2:5][CH2:6]1)[C@@H:3]([O:9][C:10]([C:12]1([C:19]3[CH:24]=[CH:23][CH:22]=[CH:21][CH:20]=3)[CH2:18][CH2:17][CH2:16][CH2:15][CH2:14][CH2:13]1)=[O:11])[CH2:2]2.[O:25]1[C:29]2[CH:30]=[CH:31][CH:32]=[CH:33][C:28]=2[C:27]([NH:34][C:35](=[O:38])[CH2:36][Cl:37])=[N:26]1. (5) Given the product [F:31][C:29]1[CH:28]=[CH:27][C:26]([CH3:32])=[C:25]([CH:30]=1)[CH2:24][O:23][C:20]1[CH:19]=[CH:18][C:17]([S:14]([N:11]2[CH2:12][CH2:13][N:8]([C:6](=[O:7])[NH:5][CH3:4])[CH:9]([CH3:42])[CH:10]2[C:33]([OH:38])=[O:34])(=[O:16])=[O:15])=[CH:22][CH:21]=1, predict the reactants needed to synthesize it. The reactants are: ClCCl.[CH3:4][NH:5][C:6]([N:8]1[CH2:13][CH2:12][N:11]([S:14]([C:17]2[CH:22]=[CH:21][C:20]([O:23][CH2:24][C:25]3[CH:30]=[C:29]([F:31])[CH:28]=[CH:27][C:26]=3[CH3:32])=[CH:19][CH:18]=2)(=[O:16])=[O:15])[CH:10]([C:33]23OCC(C)(C[O:38]2)C[O:34]3)[CH:9]1[CH3:42])=[O:7].FC(F)(F)C(O)=O. (6) Given the product [F:15][C:14]([F:17])([F:16])[O:13][C:10]1[CH:11]=[CH:12][C:7]([N:4]2[CH:5]=[N:6][C:2]([C:26]3[CH:27]=[C:28]4[C:33](=[CH:34][CH:35]=3)[CH2:32][CH:31]([NH:36][C:37](=[O:43])[O:38][C:39]([CH3:41])([CH3:40])[CH3:42])[CH2:30][CH2:29]4)=[N:3]2)=[CH:8][CH:9]=1, predict the reactants needed to synthesize it. The reactants are: Br[C:2]1[N:6]=[CH:5][N:4]([C:7]2[CH:12]=[CH:11][C:10]([O:13][C:14]([F:17])([F:16])[F:15])=[CH:9][CH:8]=2)[N:3]=1.CC1(C)C(C)(C)OB([C:26]2[CH:27]=[C:28]3[C:33](=[CH:34][CH:35]=2)[CH2:32][CH:31]([NH:36][C:37](=[O:43])[O:38][C:39]([CH3:42])([CH3:41])[CH3:40])[CH2:30][CH2:29]3)O1.P([O-])([O-])([O-])=O.[K+].[K+].[K+]. (7) The reactants are: [C:1]([C:5]1[CH:9]=[C:8]([NH:10][C:11]([NH:13][C@@H:14]2[C:23]3[C:18](=[CH:19][CH:20]=[CH:21][CH:22]=3)[C@H:17]([O:24][C:25]3[CH:26]=[CH:27][C:28]4[N:29]([C:31]([CH:34]([CH3:36])[CH3:35])=[N:32][N:33]=4)[CH:30]=3)[CH2:16][CH2:15]2)=[O:12])[N:7]([C:37]2[CH:38]=[N:39][N:40]([CH2:42][CH2:43][OH:44])[CH:41]=2)[N:6]=1)([CH3:4])([CH3:3])[CH3:2].[CH3:45][S:46](Cl)(=[O:48])=[O:47].CCN(C(C)C)C(C)C. Given the product [C:1]([C:5]1[CH:9]=[C:8]([NH:10][C:11]([NH:13][C@@H:14]2[C:23]3[C:18](=[CH:19][CH:20]=[CH:21][CH:22]=3)[C@H:17]([O:24][C:25]3[CH:26]=[CH:27][C:28]4[N:29]([C:31]([CH:34]([CH3:36])[CH3:35])=[N:32][N:33]=4)[CH:30]=3)[CH2:16][CH2:15]2)=[O:12])[N:7]([C:37]2[CH:38]=[N:39][N:40]([CH2:42][CH2:43][O:44][S:46]([CH3:45])(=[O:48])=[O:47])[CH:41]=2)[N:6]=1)([CH3:3])([CH3:4])[CH3:2], predict the reactants needed to synthesize it. (8) Given the product [Cl:7][C:8]1[CH:13]=[CH:12][C:11]([CH:14]=[CH2:1])=[CH:10][N:9]=1, predict the reactants needed to synthesize it. The reactants are: [CH3:1]C(C)([O-])C.[K+].[Cl:7][C:8]1[CH:13]=[CH:12][C:11]([CH:14]=O)=[CH:10][N:9]=1.[Cl-].[NH4+]. (9) The reactants are: Br[C:2]1[N:6]2[N:7]=[C:8]([NH:11][CH:12]3[CH2:17][CH2:16][CH2:15][CH2:14][CH2:13]3)[CH:9]=[CH:10][C:5]2=[N:4][CH:3]=1.Cl.[NH2:19][CH2:20][C:21]1[CH:26]=[CH:25][C:24](B(O)O)=[CH:23][CH:22]=1.P([O-])([O-])([O-])=O.[K+].[K+].[K+].COCCOC. Given the product [NH2:19][CH2:20][C:21]1[CH:26]=[CH:25][C:24]([C:2]2[N:6]3[N:7]=[C:8]([NH:11][CH:12]4[CH2:17][CH2:16][CH2:15][CH2:14][CH2:13]4)[CH:9]=[CH:10][C:5]3=[N:4][CH:3]=2)=[CH:23][CH:22]=1, predict the reactants needed to synthesize it.